Dataset: Forward reaction prediction with 1.9M reactions from USPTO patents (1976-2016). Task: Predict the product of the given reaction. (1) Given the reactants F[C:2]1[C:7]([C:8]([F:11])([F:10])[F:9])=[CH:6][CH:5]=[CH:4][C:3]=1[CH:12]1[CH2:17][CH2:16][N:15]([CH2:18][CH2:19][CH3:20])[CH2:14][CH2:13]1.[C-:21]#[N:22].[Na+].C1OCCOCCOCCOCCOCCOC1.C(=O)([O-])[O-].[Na+].[Na+], predict the reaction product. The product is: [CH2:18]([N:15]1[CH2:16][CH2:17][CH:12]([C:3]2[CH:4]=[CH:5][CH:6]=[C:7]([C:8]([F:11])([F:10])[F:9])[C:2]=2[C:21]#[N:22])[CH2:13][CH2:14]1)[CH2:19][CH3:20]. (2) Given the reactants FC(F)(F)C(O)=O.[Si]([CH:15]([OH:36])[C@H:16]1[O:20][C@@H:19]([N:21]2[CH:28]=[CH:27][C:25](=[O:26])[NH:24][C:22]2=[O:23])[C@@:18]([F:30])([CH3:29])[C@:17]1([C:32](=[O:35])[CH2:33][CH3:34])[OH:31])(C(C)(C)C)(C)C, predict the reaction product. The product is: [F:30][C@:18]1([CH3:29])[C@:17]([C:32](=[O:35])[CH2:33][CH3:34])([OH:31])[C@@H:16]([CH2:15][OH:36])[O:20][C@H:19]1[N:21]1[CH:28]=[CH:27][C:25](=[O:26])[NH:24][C:22]1=[O:23].